From a dataset of Catalyst prediction with 721,799 reactions and 888 catalyst types from USPTO. Predict which catalyst facilitates the given reaction. (1) Reactant: [Cl:1][C:2]1[C:3]([CH3:15])=[N:4][N:5]([C:8]2[CH:13]=[CH:12][C:11]([NH2:14])=[CH:10][CH:9]=2)[C:6]=1[CH3:7].[Br:16][C:17]1[CH:18]=[C:19]2[C:24](=[CH:25][CH:26]=1)[C:23](=[O:27])[NH:22][C:21](=[O:28])[C:20]2=[CH:29]OC.CCOC(C)=O.O. Product: [Br:16][C:17]1[CH:18]=[C:19]2[C:24](=[CH:25][CH:26]=1)[C:23](=[O:27])[NH:22][C:21](=[O:28])[C:20]2=[CH:29][NH:14][C:11]1[CH:12]=[CH:13][C:8]([N:5]2[C:6]([CH3:7])=[C:2]([Cl:1])[C:3]([CH3:15])=[N:4]2)=[CH:9][CH:10]=1. The catalyst class is: 9. (2) Reactant: CC1[N:3]([C:8]2[CH:13]=[CH:12][CH:11]=[C:10]([C:14]3[CH:19]=[CH:18][C:17]([CH2:20][CH2:21][Cl:22])=[CH:16][CH:15]=3)[N:9]=2)C(C)=CC=1.C(O)C.Cl.NO. Product: [ClH:22].[Cl:22][CH2:21][CH2:20][C:17]1[CH:16]=[CH:15][C:14]([C:10]2[N:9]=[C:8]([NH2:3])[CH:13]=[CH:12][CH:11]=2)=[CH:19][CH:18]=1. The catalyst class is: 6. (3) Reactant: N12CCCN=C1CCCC[CH2:2]2.CI.[Cl:14][C:15]1[CH:20]=[CH:19][CH:18]=[C:17]([Cl:21])[C:16]=1[N:22]1[C:31](=[O:32])[C:30]2[C:25](=[N:26][C:27]([S:33][CH3:34])=[N:28][CH:29]=2)[NH:24][C:23]1=[O:35].Cl. Product: [Cl:14][C:15]1[CH:20]=[CH:19][CH:18]=[C:17]([Cl:21])[C:16]=1[N:22]1[C:31](=[O:32])[C:30]2[C:25](=[N:26][C:27]([S:33][CH3:34])=[N:28][CH:29]=2)[N:24]([CH3:2])[C:23]1=[O:35]. The catalyst class is: 434. (4) Reactant: [C:1]([NH:4][C:5]1[N:6]=[C:7]2[CH:12]=[CH:11][C:10]([C:13]3[N:18]=[C:17]([O:19][CH:20]4[CH2:25][CH2:24][N:23](C(OC(C)(C)C)=O)[CH2:22][CH2:21]4)[C:16]([NH2:33])=[N:15][CH:14]=3)=[CH:9][N:8]2[CH:34]=1)(=[O:3])[CH3:2].C(O)(C(F)(F)F)=O. Product: [NH2:33][C:16]1[N:15]=[CH:14][C:13]([C:10]2[CH:11]=[CH:12][C:7]3[N:8]([CH:34]=[C:5]([NH:4][C:1](=[O:3])[CH3:2])[N:6]=3)[CH:9]=2)=[N:18][C:17]=1[O:19][CH:20]1[CH2:21][CH2:22][NH:23][CH2:24][CH2:25]1. The catalyst class is: 2. (5) Reactant: [N:1]1[N:2]=[C:3]([C:10]2[CH:19]=[CH:18][C:17]3[C:12](=[C:13]([O:20][CH2:21][C:22]4([O:36][CH3:37])[CH2:28][CH2:27][CH2:26][N:25](C(OC(C)(C)C)=O)[CH2:24][CH2:23]4)[CH:14]=[CH:15][CH:16]=3)[N:11]=2)[N:4]2[CH:9]=[CH:8][CH:7]=[CH:6][C:5]=12.FC(F)(F)C(O)=O. Product: [N:1]1[N:2]=[C:3]([C:10]2[CH:19]=[CH:18][C:17]3[C:12](=[C:13]([O:20][CH2:21][C:22]4([O:36][CH3:37])[CH2:28][CH2:27][CH2:26][NH:25][CH2:24][CH2:23]4)[CH:14]=[CH:15][CH:16]=3)[N:11]=2)[N:4]2[CH:9]=[CH:8][CH:7]=[CH:6][C:5]=12. The catalyst class is: 2. (6) Reactant: [CH3:1][C:2]([OH:19])([CH3:18])[CH2:3][N:4]1[CH:8]=[C:7](B2OC(C)(C)C(C)(C)O2)[CH:6]=[N:5]1.[Cl:20][C:21]1[N:26]=[C:25](Cl)[CH:24]=[CH:23][N:22]=1.P([O-])([O-])([O-])=O.[K+].[K+].[K+].C1COCC1. Product: [Cl:20][C:21]1[N:26]=[C:25]([C:7]2[CH:6]=[N:5][N:4]([CH2:3][C:2]([CH3:1])([OH:19])[CH3:18])[CH:8]=2)[CH:24]=[CH:23][N:22]=1. The catalyst class is: 6. (7) Reactant: [NH2:1][C@@H:2]([CH2:5][CH2:6][CH3:7])[CH2:3][OH:4].[CH3:8][O:9][C:10]1[CH:15]=[CH:14][C:13]([N:16]=[C:17]=[O:18])=[CH:12][CH:11]=1.CO. Product: [OH:4][CH2:3][C@@H:2]([NH:1][C:17]([NH:16][C:13]1[CH:14]=[CH:15][C:10]([O:9][CH3:8])=[CH:11][CH:12]=1)=[O:18])[CH2:5][CH2:6][CH3:7]. The catalyst class is: 1. (8) Reactant: [OH:1][CH:2]1[CH2:16][CH:5]2[CH2:6][N:7]([C:9]([O:11][C:12]([CH3:15])([CH3:14])[CH3:13])=[O:10])[CH2:8][CH:4]2[CH2:3]1.[CH3:17][S:18](Cl)(=[O:20])=[O:19]. Product: [CH3:17][S:18]([O:1][CH:2]1[CH2:16][CH:5]2[CH2:6][N:7]([C:9]([O:11][C:12]([CH3:13])([CH3:15])[CH3:14])=[O:10])[CH2:8][CH:4]2[CH2:3]1)(=[O:20])=[O:19]. The catalyst class is: 79. (9) Reactant: Cl.[NH2:2][C:3]1[S:4][CH:5]=[C:6]([CH2:8]Cl)[N:7]=1.Cl.[CH3:11][NH:12][O:13][CH3:14].CCN(C(C)C)C(C)C. Product: [NH2:2][C:3]1[S:4][CH:5]=[C:6]([CH2:8][N:12]([CH3:11])[O:13][CH3:14])[N:7]=1. The catalyst class is: 1. (10) Reactant: NO.Cl.[Cl:4][C:5]1[CH:6]=[C:7]([C:12]2[NH:13][C:14]3[N:15]([N:19]=[CH:20][C:21]=3[C:22](/[N:24]=[C:25](/[N:27](C)C)\[CH3:26])=[O:23])[C:16](=[O:18])[CH:17]=2)[CH:8]=[CH:9][C:10]=1[Cl:11].[OH-].[Na+].CC(O)=O. Product: [Cl:4][C:5]1[CH:6]=[C:7]([C:12]2[NH:13][C:14]3[N:15]([N:19]=[CH:20][C:21]=3[C:22]3[O:23][N:27]=[C:25]([CH3:26])[N:24]=3)[C:16](=[O:18])[CH:17]=2)[CH:8]=[CH:9][C:10]=1[Cl:11]. The catalyst class is: 38.